This data is from KCNQ2 potassium channel screen with 302,405 compounds. The task is: Binary Classification. Given a drug SMILES string, predict its activity (active/inactive) in a high-throughput screening assay against a specified biological target. The compound is S(Cc1ccc([N+]([O-])=O)cc1)CC(=O)N\N=C\c1ccc(OCC(=O)NCc2occc2)cc1. The result is 0 (inactive).